Dataset: Experimental lipophilicity measurements (octanol/water distribution) for 4,200 compounds from AstraZeneca. Task: Regression/Classification. Given a drug SMILES string, predict its absorption, distribution, metabolism, or excretion properties. Task type varies by dataset: regression for continuous measurements (e.g., permeability, clearance, half-life) or binary classification for categorical outcomes (e.g., BBB penetration, CYP inhibition). For this dataset (lipophilicity_astrazeneca), we predict Y. The compound is C[C@H](NC(=O)C1(N)CCN(c2ncnc3[nH]ccc23)CC1)c1ccc(Cl)cc1. The Y is 2.67 logD.